Dataset: Forward reaction prediction with 1.9M reactions from USPTO patents (1976-2016). Task: Predict the product of the given reaction. (1) Given the reactants [F:1][C:2]1[CH:37]=[CH:36][C:5]([CH2:6][C@@H:7]([CH2:11][CH2:12][C@@H:13]([C:17](=[O:35])[NH:18][C@H:19]2[CH2:25][CH2:24][CH2:23][CH2:22][N:21]([C:26]3[CH:31]=[CH:30][CH:29]=[CH:28][C:27]=3[O:32][CH3:33])[C:20]2=[O:34])[CH2:14][CH2:15][CH3:16])[C:8](O)=[O:9])=[CH:4][CH:3]=1.[NH2:38][C@H:39]1[CH2:45][CH2:44][S:43][C@H:42]2[CH2:46][CH2:47][CH2:48][C@@H:49]([C:50]([F:53])([F:52])[F:51])[N:41]2[C:40]1=[O:54], predict the reaction product. The product is: [F:1][C:2]1[CH:3]=[CH:4][C:5]([CH2:6][C@@H:7]([CH2:11][CH2:12][C@H:13]([CH2:14][CH2:15][CH3:16])[C:17]([NH:18][C@H:19]2[CH2:25][CH2:24][CH2:23][CH2:22][N:21]([C:26]3[CH:31]=[CH:30][CH:29]=[CH:28][C:27]=3[O:32][CH3:33])[C:20]2=[O:34])=[O:35])[C:8]([NH:38][C@H:39]2[CH2:45][CH2:44][S:43][C@H:42]3[CH2:46][CH2:47][CH2:48][C@@H:49]([C:50]([F:51])([F:53])[F:52])[N:41]3[C:40]2=[O:54])=[O:9])=[CH:36][CH:37]=1. (2) Given the reactants [O:1]=[C:2]1[N:6]([CH2:7][O:8][CH2:9][CH2:10][Si:11]([CH3:14])([CH3:13])[CH3:12])[C:5]2[CH:15]=[CH:16][C:17]([CH:19]([C:21]3[CH:25]=[CH:24][N:23]([C:26]4[N:31]=[CH:30][C:29]([CH:32]([O:34][CH2:35][C:36]([OH:38])=O)[CH3:33])=[CH:28][CH:27]=4)[N:22]=3)[CH3:20])=[CH:18][C:4]=2[S:3]1.Cl.CN(C)CCCN=C=NCC.Cl.[CH3:52][NH:53][O:54][CH3:55].N1C=CC=CC=1, predict the reaction product. The product is: [CH3:55][O:54][N:53]([CH3:52])[C:36](=[O:38])[CH2:35][O:34][CH:32]([C:29]1[CH:30]=[N:31][C:26]([N:23]2[CH:24]=[CH:25][C:21]([CH:19]([C:17]3[CH:16]=[CH:15][C:5]4[N:6]([CH2:7][O:8][CH2:9][CH2:10][Si:11]([CH3:13])([CH3:14])[CH3:12])[C:2](=[O:1])[S:3][C:4]=4[CH:18]=3)[CH3:20])=[N:22]2)=[CH:27][CH:28]=1)[CH3:33]. (3) Given the reactants [Cl:1][C:2]1[N+:3]([O-])=[CH:4][CH:5]=[C:6]2[CH:10]=[CH:9][S:8][C:7]=12.O=P(Cl)(Cl)[Cl:14], predict the reaction product. The product is: [Cl:14][C:4]1[CH:5]=[C:6]2[CH:10]=[CH:9][S:8][C:7]2=[C:2]([Cl:1])[N:3]=1. (4) Given the reactants [C:1]1([S:7]([N:10]2[C:14]3[N:15]=[CH:16][N:17]=[C:18]([N:19]4[CH2:24][CH2:23][CH:22]([NH:25][S:26]([C:29]5[CH:34]=[CH:33][C:32]([CH2:35][CH3:36])=[CH:31][CH:30]=5)(=[O:28])=[O:27])[CH2:21][CH2:20]4)[C:13]=3[CH:12]=[C:11]2I)(=[O:9])=[O:8])[CH:6]=[CH:5][CH:4]=[CH:3][CH:2]=1.[CH3:38][N:39]1[CH:43]=[C:42](B2OC(C)(C)C(C)(C)O2)[CH:41]=[N:40]1, predict the reaction product. The product is: [C:1]1([S:7]([N:10]2[C:14]3[N:15]=[CH:16][N:17]=[C:18]([N:19]4[CH2:24][CH2:23][CH:22]([NH:25][S:26]([C:29]5[CH:34]=[CH:33][C:32]([CH2:35][CH3:36])=[CH:31][CH:30]=5)(=[O:28])=[O:27])[CH2:21][CH2:20]4)[C:13]=3[CH:12]=[C:11]2[C:42]2[CH:41]=[N:40][N:39]([CH3:38])[CH:43]=2)(=[O:9])=[O:8])[CH:6]=[CH:5][CH:4]=[CH:3][CH:2]=1. (5) Given the reactants Br[CH2:2][C:3](=[O:5])[CH3:4].[NH2:6][C@@H:7]([CH3:10])[CH2:8][OH:9].O, predict the reaction product. The product is: [OH:9][CH2:8][C@@H:7]([NH:6][CH2:2][C:3](=[O:5])[CH3:4])[CH3:10]. (6) Given the reactants [CH2:1]([O:8][C:9]([NH:11][C:12]1[CH:17]=[CH:16][C:15]([C:18]2[CH:23]=[CH:22][N:21]=[C:20]([C:24]([O:26]C)=[O:25])[CH:19]=2)=[CH:14][C:13]=1[F:28])=[O:10])[C:2]1[CH:7]=[CH:6][CH:5]=[CH:4][CH:3]=1.O.O.[OH-].[Li+].Cl, predict the reaction product. The product is: [CH2:1]([O:8][C:9]([NH:11][C:12]1[CH:17]=[CH:16][C:15]([C:18]2[CH:23]=[CH:22][N:21]=[C:20]([C:24]([OH:26])=[O:25])[CH:19]=2)=[CH:14][C:13]=1[F:28])=[O:10])[C:2]1[CH:3]=[CH:4][CH:5]=[CH:6][CH:7]=1. (7) Given the reactants [F:1][C:2]([F:9])([F:8])[CH2:3][S:4](Cl)(=[O:6])=[O:5].[OH:10][C@:11]([CH3:47])([CH2:45][OH:46])[C:12](=[O:44])[C@@H:13]([NH:21][C:22](=[O:43])[C@@H:23]([NH:27][C:28](=[O:42])[C@@H:29]([NH:33][C:34]([C:36]1[S:40][C:39]([CH3:41])=[N:38][CH:37]=1)=[O:35])[CH2:30][O:31][CH3:32])[CH2:24][O:25][CH3:26])[CH2:14][C:15]1[CH:20]=[CH:19][CH:18]=[CH:17][CH:16]=1, predict the reaction product. The product is: [F:1][C:2]([F:9])([F:8])[CH2:3][S:4]([O:46][CH2:45][C@:11]([OH:10])([CH3:47])[C:12](=[O:44])[C@@H:13]([NH:21][C:22](=[O:43])[C@@H:23]([NH:27][C:28](=[O:42])[C@@H:29]([NH:33][C:34]([C:36]1[S:40][C:39]([CH3:41])=[N:38][CH:37]=1)=[O:35])[CH2:30][O:31][CH3:32])[CH2:24][O:25][CH3:26])[CH2:14][C:15]1[CH:16]=[CH:17][CH:18]=[CH:19][CH:20]=1)(=[O:6])=[O:5]. (8) Given the reactants Br[C:2]1[CH:3]=[CH:4][C:5]([O:8][C:9]2[CH:14]=[CH:13][C:12]([Cl:15])=[C:11]([Cl:16])[CH:10]=2)=[N:6][CH:7]=1.N12CCCN=C1CCCCC2.[CH:28]1([N:31]2[CH2:36][CH2:35][NH:34][CH2:33][CH2:32]2)[CH2:30][CH2:29]1.C1C[O:40][CH2:39]C1, predict the reaction product. The product is: [Cl:16][C:11]1[CH:10]=[C:9]([CH:14]=[CH:13][C:12]=1[Cl:15])[O:8][C:5]1[N:6]=[CH:7][C:2]([C:39]([N:34]2[CH2:33][CH2:32][N:31]([CH:28]([CH3:29])[CH3:30])[CH2:36][CH2:35]2)=[O:40])=[CH:3][CH:4]=1. (9) The product is: [CH3:1][C:2]1[C:7]2[O:8][CH2:9][C:10]3([CH2:12][CH2:11]3)[C:6]=2[C:5]([O:13][C:18]2[N:23]=[CH:22][C:21]([N+:24]([O-:26])=[O:25])=[CH:20][N:19]=2)=[CH:4][CH:3]=1. Given the reactants [CH3:1][C:2]1[CH:3]=[CH:4][C:5]([OH:13])=[C:6]2[C:10]3([CH2:12][CH2:11]3)[CH2:9][O:8][C:7]=12.C(#N)C.Cl[C:18]1[N:23]=[CH:22][C:21]([N+:24]([O-:26])=[O:25])=[CH:20][N:19]=1, predict the reaction product.